This data is from Catalyst prediction with 721,799 reactions and 888 catalyst types from USPTO. The task is: Predict which catalyst facilitates the given reaction. (1) Reactant: C(=O)([O-])[O-].[Cs+].[Cs+].CN(C)C=O.[N:12]1([C:17]2[CH:22]=[CH:21][C:20]([OH:23])=[CH:19][CH:18]=2)[CH:16]=[N:15][CH:14]=[N:13]1.Br[C:25]1[CH:26]=[CH:27][C:28]([N+:31]([O-:33])=[O:32])=[N:29][CH:30]=1. Product: [N+:31]([C:28]1[CH:27]=[CH:26][C:25]([O:23][C:20]2[CH:19]=[CH:18][C:17]([N:12]3[CH:16]=[N:15][CH:14]=[N:13]3)=[CH:22][CH:21]=2)=[CH:30][N:29]=1)([O-:33])=[O:32]. The catalyst class is: 6. (2) Reactant: [Cl:1][C:2]1[CH:15]=[CH:14][C:13]([Cl:16])=[CH:12][C:3]=1[CH2:4][O:5][C:6]1([C:9]([OH:11])=O)[CH2:8][CH2:7]1.[CH3:17][O:18][C:19]1[CH:26]=[CH:25][CH:24]=[CH:23][C:20]=1[NH:21][CH3:22].CN(C(ON1N=NC2C=CC=NC1=2)=[N+](C)C)C.F[P-](F)(F)(F)(F)F.CCN(C(C)C)C(C)C. Product: [Cl:1][C:2]1[CH:15]=[CH:14][C:13]([Cl:16])=[CH:12][C:3]=1[CH2:4][O:5][C:6]1([C:9]([N:21]([C:20]2[CH:23]=[CH:24][CH:25]=[CH:26][C:19]=2[O:18][CH3:17])[CH3:22])=[O:11])[CH2:7][CH2:8]1. The catalyst class is: 23. (3) Reactant: Br.[N:2]1[C:3](=[O:11])[CH2:4][N:5]2[CH:10]=[CH:9][CH:8]=[CH:7][C:6]=12.[CH3:12][C:13]1[C:21]2[C:20]([CH:22]=O)=[CH:19][S:18][C:17]=2[CH:16]=[CH:15][CH:14]=1. Product: [CH3:12][C:13]1[C:21]2[C:20]([CH:22]=[C:4]3[N:5]4[CH:10]=[CH:9][CH:8]=[CH:7][C:6]4=[N:2][C:3]3=[O:11])=[CH:19][S:18][C:17]=2[CH:16]=[CH:15][CH:14]=1. The catalyst class is: 8.